From a dataset of Full USPTO retrosynthesis dataset with 1.9M reactions from patents (1976-2016). Predict the reactants needed to synthesize the given product. (1) Given the product [C:11]([CH:10]([N:9]([CH:6]1[CH2:7][CH2:8][C:3]([N:2]([CH3:30])[CH3:1])([C:24]2[CH:25]=[CH:26][CH:27]=[CH:28][CH:29]=2)[CH2:4][CH2:5]1)[C:42](=[O:43])[C:41]([F:52])([F:51])[F:40])[CH2:14][C:15]1[C:23]2[C:18](=[CH:19][CH:20]=[CH:21][CH:22]=2)[NH:17][CH:16]=1)#[N:13], predict the reactants needed to synthesize it. The reactants are: [CH3:1][N:2]([CH3:30])[C:3]1([C:24]2[CH:29]=[CH:28][CH:27]=[CH:26][CH:25]=2)[CH2:8][CH2:7][CH:6]([NH:9][CH:10]([CH2:14][C:15]2[C:23]3[C:18](=[CH:19][CH:20]=[CH:21][CH:22]=3)[NH:17][CH:16]=2)[C:11]([NH2:13])=O)[CH2:5][CH2:4]1.N1C=CC=CC=1.ClCCl.[F:40][C:41]([F:52])([F:51])[C:42](O[C:42](=[O:43])[C:41]([F:52])([F:51])[F:40])=[O:43]. (2) Given the product [OH:9][C:8]1[CH:10]=[C:11]([OH:12])[CH:13]=[CH:14][C:15]=1[C:1](=[O:7])[CH2:2][CH:3]([CH3:5])[CH3:4], predict the reactants needed to synthesize it. The reactants are: [C:1]([OH:7])(=O)[CH2:2][CH:3]([CH3:5])[CH3:4].[C:8]1([CH:15]=[CH:14][CH:13]=[C:11]([OH:12])[CH:10]=1)[OH:9].B(F)(F)F.CCOCC.C([O-])(=O)C.[Na+]. (3) The reactants are: NC1C=CC=C2[C:3]=1[C:4](=O)[N:5]([CH:13]1[CH2:18]C[C:16](=O)[NH:15][C:14]1=O)[C:6]([CH3:12])=N2.[C:22](Cl)(=O)C.CCN(CC)CC.C(#N)C. Given the product [CH3:12][CH2:6][N:5]([CH:4]([CH3:3])[CH3:22])[CH:13]([CH3:14])[CH3:18].[NH:5]1[CH:13]=[CH:14][N:15]=[CH:16]1, predict the reactants needed to synthesize it. (4) Given the product [Cl:21][C:18]1[CH:19]=[C:20]2[C:15]([CH:14]=[CH:13][CH:12]=[C:11]2[C:4]2[N:5]3[CH2:10][CH2:9][N:8]=[C:6]3[S:7][C:3]=2[CH:25]=[O:26])=[CH:16][CH:17]=1, predict the reactants needed to synthesize it. The reactants are: Br.Br[C:3]1[S:7][C:6]2=[N:8][CH2:9][CH2:10][N:5]2[C:4]=1[C:11]1[C:20]2[C:15](=[CH:16][CH:17]=[C:18]([Cl:21])[CH:19]=2)[CH:14]=[CH:13][CH:12]=1.CN([CH:25]=[O:26])C.CCOC(C)=O.[NH4+].[Cl-]. (5) Given the product [C:1]([O:5][C:6]([N:8]1[CH2:9][CH2:10][CH:11]([CH:14]([OH:15])[C:16]2[CH:21]=[CH:20][N:19]=[CH:18][CH:17]=2)[CH2:12][CH2:13]1)=[O:7])([CH3:4])([CH3:2])[CH3:3], predict the reactants needed to synthesize it. The reactants are: [C:1]([O:5][C:6]([N:8]1[CH2:13][CH2:12][CH:11]([CH:14]([C:16]2[CH:21]=[CH:20][N:19]=[CH:18][C:17]=2Br)[OH:15])[CH2:10][CH2:9]1)=[O:7])([CH3:4])([CH3:3])[CH3:2].[OH-].[Na+]. (6) Given the product [OH:46][CH:43]1[CH2:42][CH2:41][N:40]([CH2:39][CH2:38][N:35]2[CH2:34][CH2:33][CH:32]([NH:31][C:23]([C:17]3[NH:18][C:19]4[C:15]([CH:16]=3)=[C:14]([O:13][CH2:12][C:9]3[C:8]5[C:3]([O:2][CH3:1])=[CH:4][C:5]([O:26][CH3:27])=[CH:6][C:7]=5[O:11][CH:10]=3)[CH:22]=[CH:21][CH:20]=4)=[O:24])[CH2:37][CH2:36]2)[CH2:45][CH2:44]1, predict the reactants needed to synthesize it. The reactants are: [CH3:1][O:2][C:3]1[C:8]2[C:9]([CH2:12][O:13][C:14]3[CH:22]=[CH:21][CH:20]=[C:19]4[C:15]=3[CH:16]=[C:17]([C:23](O)=[O:24])[NH:18]4)=[CH:10][O:11][C:7]=2[CH:6]=[C:5]([O:26][CH3:27])[CH:4]=1.Cl.Cl.Cl.[NH2:31][CH:32]1[CH2:37][CH2:36][N:35]([CH2:38][CH2:39][N:40]2[CH2:45][CH2:44][CH:43]([OH:46])[CH2:42][CH2:41]2)[CH2:34][CH2:33]1. (7) Given the product [Si:1]([O:8][C:9]1[CH:14]=[CH:13][C:12]([CH:15]2[C:20]3=[N:21][S:22](=[O:25])(=[O:26])[CH2:23][CH2:24][N:19]3[CH2:18][CH2:17][CH2:16]2)=[CH:11][CH:10]=1)([C:4]([CH3:7])([CH3:5])[CH3:6])([CH3:2])[CH3:3], predict the reactants needed to synthesize it. The reactants are: [Si:1]([O:8][C:9]1[CH:14]=[CH:13][C:12]([C:15]2[C:20]3=[N:21][S:22](=[O:26])(=[O:25])[CH2:23][CH2:24][N:19]3[CH:18]=[CH:17][CH:16]=2)=[CH:11][CH:10]=1)([C:4]([CH3:7])([CH3:6])[CH3:5])([CH3:3])[CH3:2]. (8) Given the product [CH3:21][CH:20]1[C:19](=[O:23])[C:9]2[S:8][C:7]([C:1]3[CH:6]=[CH:5][CH:4]=[CH:3][CH:2]=3)=[C:11]([C:12]3[CH:17]=[CH:16][CH:15]=[CH:14][C:13]=3[CH3:18])[C:10]=2[CH2:22]1, predict the reactants needed to synthesize it. The reactants are: [C:1]1([C:7]2[S:8][CH:9]=[CH:10][C:11]=2[C:12]2[CH:17]=[CH:16][CH:15]=[CH:14][C:13]=2[CH3:18])[CH:6]=[CH:5][CH:4]=[CH:3][CH:2]=1.[C:19](O)(=[O:23])[C:20]([CH3:22])=[CH2:21].CS(O)(=O)=O.O=P12OP3(OP(OP(O3)(O1)=O)(=O)O2)=O.